Dataset: Catalyst prediction with 721,799 reactions and 888 catalyst types from USPTO. Task: Predict which catalyst facilitates the given reaction. (1) Reactant: [Cl:1][C:2]1[CH:7]=[CH:6][C:5](/[CH:8]=[CH:9]/[C:10]([OH:12])=O)=[C:4]([CH2:13][N:14]2[N:18]=[N:17][C:16]([CH3:19])=[N:15]2)[CH:3]=1.CN(C(ON1N=NC2C=CC=NC1=2)=[N+](C)C)C.F[P-](F)(F)(F)(F)F.[NH:44]1[CH2:49][CH2:48][CH:47]([OH:50])[CH2:46][CH2:45]1.CCN(C(C)C)C(C)C. Product: [Cl:1][C:2]1[CH:7]=[CH:6][C:5](/[CH:8]=[CH:9]/[C:10]([N:44]2[CH2:49][CH2:48][CH:47]([OH:50])[CH2:46][CH2:45]2)=[O:12])=[C:4]([CH2:13][N:14]2[N:18]=[N:17][C:16]([CH3:19])=[N:15]2)[CH:3]=1. The catalyst class is: 179. (2) Reactant: C([N:8](CC1C=CC=CC=1)[C:9]1([CH2:14][NH:15][C:16]2[C:25]3[C:20](=[CH:21][CH:22]=[C:23]([CH3:26])[CH:24]=3)[N:19]=[C:18]([N:27]3[CH2:33][C:32]4[CH:34]=[CH:35][CH:36]=[CH:37][C:31]=4[S:30](=[O:39])(=[O:38])[CH2:29][CH2:28]3)[CH:17]=2)[CH2:13][CH2:12][O:11][CH2:10]1)C1C=CC=CC=1. Product: [NH2:8][C:9]1([CH2:14][NH:15][C:16]2[C:25]3[C:20](=[CH:21][CH:22]=[C:23]([CH3:26])[CH:24]=3)[N:19]=[C:18]([N:27]3[CH2:33][C:32]4[CH:34]=[CH:35][CH:36]=[CH:37][C:31]=4[S:30](=[O:39])(=[O:38])[CH2:29][CH2:28]3)[CH:17]=2)[CH2:13][CH2:12][O:11][CH2:10]1. The catalyst class is: 293. (3) Reactant: C([O:3][C:4]([C:6]1([C:9]2[CH:14]=[CH:13][CH:12]=[C:11]([O:15][CH2:16][CH2:17][CH2:18][N:19]([CH2:34][C:35]3[CH:40]=[CH:39][CH:38]=[C:37]([C:41]([F:44])([F:43])[F:42])[C:36]=3[Cl:45])[CH2:20][CH:21]([C:28]3[CH:33]=[CH:32][CH:31]=[CH:30][CH:29]=3)[C:22]3[CH:27]=[CH:26][CH:25]=[CH:24][CH:23]=3)[CH:10]=2)[CH2:8][CH2:7]1)=[O:5])C.[OH-].[Li+].O. Product: [ClH:45].[Cl:45][C:36]1[C:37]([C:41]([F:42])([F:43])[F:44])=[CH:38][CH:39]=[CH:40][C:35]=1[CH2:34][N:19]([CH2:20][CH:21]([C:22]1[CH:27]=[CH:26][CH:25]=[CH:24][CH:23]=1)[C:28]1[CH:29]=[CH:30][CH:31]=[CH:32][CH:33]=1)[CH2:18][CH2:17][CH2:16][O:15][C:11]1[CH:10]=[C:9]([C:6]2([C:4]([OH:5])=[O:3])[CH2:7][CH2:8]2)[CH:14]=[CH:13][CH:12]=1. The catalyst class is: 36. (4) Reactant: [CH2:1]([O:8][C:9]1[CH:18]=[CH:17][C:16]2[N:15]=[CH:14][C:13]3[N:19]=[C:20]([CH2:23][O:24][CH2:25][CH2:26][O:27][CH3:28])[N:21]([CH3:22])[C:12]=3[C:11]=2[CH:10]=1)[C:2]1[CH:7]=[CH:6][CH:5]=[CH:4][CH:3]=1.C([O:36]C1C=CC2C3N(CC(C)C)C(C)=NC=3C=NC=2C=1)C1C=CC=CC=1.C1C=C(Cl)C=C(C(OO)=O)C=1. Product: [CH2:1]([O:8][C:9]1[CH:18]=[CH:17][C:16]2[N+:15]([O-:36])=[CH:14][C:13]3[N:19]=[C:20]([CH2:23][O:24][CH2:25][CH2:26][O:27][CH3:28])[N:21]([CH3:22])[C:12]=3[C:11]=2[CH:10]=1)[C:2]1[CH:3]=[CH:4][CH:5]=[CH:6][CH:7]=1. The catalyst class is: 4.